Predict the product of the given reaction. From a dataset of Forward reaction prediction with 1.9M reactions from USPTO patents (1976-2016). (1) Given the reactants CN([P+](ON1N=NC2C=CC=CC1=2)(N(C)C)N(C)C)C.F[P-](F)(F)(F)(F)F.[NH2:28][C:29]1[N:37]=[CH:36][CH:35]=[CH:34][C:30]=1[C:31]([OH:33])=O.[CH3:38][C:39]1[CH:40]=[C:41]([CH:51]=[C:52]([CH3:54])[CH:53]=1)[O:42][C:43]1[CH:50]=[CH:49][C:46]([CH2:47][NH2:48])=[CH:45][CH:44]=1.C(=O)(O)[O-].[Na+], predict the reaction product. The product is: [CH3:38][C:39]1[CH:40]=[C:41]([CH:51]=[C:52]([CH3:54])[CH:53]=1)[O:42][C:43]1[CH:44]=[CH:45][C:46]([CH2:47][NH:48][C:31](=[O:33])[C:30]2[CH:34]=[CH:35][CH:36]=[N:37][C:29]=2[NH2:28])=[CH:49][CH:50]=1. (2) Given the reactants C[O:2][C:3]1[C:10]([C:11]2[CH:16]=[CH:15][N:14]=[CH:13][CH:12]=2)=[CH:9][CH:8]=[CH:7][C:4]=1[C:5]#[N:6].C1(S)C=CC=CC=1.C([O-])([O-])=O.[K+].[K+].[OH-].[Na+], predict the reaction product. The product is: [OH:2][C:3]1[C:10]([C:11]2[CH:16]=[CH:15][N:14]=[CH:13][CH:12]=2)=[CH:9][CH:8]=[CH:7][C:4]=1[C:5]#[N:6]. (3) The product is: [Cl:3][C:4]1[CH:13]=[CH:12][C:7]2[N:8]([C:14]([O:16][C:17]([CH3:20])([CH3:19])[CH3:18])=[O:15])[C:9](=[O:11])[NH:10][C:6]=2[CH:5]=1. Given the reactants [H-].[Na+].[Cl:3][C:4]1[CH:13]=[CH:12][C:7]2[NH:8][C:9](=[O:11])[NH:10][C:6]=2[CH:5]=1.[C:14](O[C:14]([O:16][C:17]([CH3:20])([CH3:19])[CH3:18])=[O:15])([O:16][C:17]([CH3:20])([CH3:19])[CH3:18])=[O:15], predict the reaction product. (4) Given the reactants [Cl:1][C:2]1[C:3]([O:12][C:13]2[CH:14]=[N:15][C:16]([O:20][CH:21]([CH3:23])[CH3:22])=[C:17]([Cl:19])[CH:18]=2)=[CH:4][C:5]2[O:9][N:8]=[C:7]([NH2:10])[C:6]=2[CH:11]=1.[CH3:24][S:25](Cl)(=[O:27])=[O:26].C(N(CC)CC)C, predict the reaction product. The product is: [Cl:1][C:2]1[C:3]([O:12][C:13]2[CH:14]=[N:15][C:16]([O:20][CH:21]([CH3:23])[CH3:22])=[C:17]([Cl:19])[CH:18]=2)=[CH:4][C:5]2[O:9][N:8]=[C:7]([NH:10][S:25]([CH3:24])(=[O:27])=[O:26])[C:6]=2[CH:11]=1. (5) Given the reactants C(N(CC)CC)C.[CH3:8][S:9](Cl)(=[O:11])=[O:10].[F:13][C:14]1[CH:15]=[CH:16][C:17]2[N:18]([C:20]([C:23]3[N:28]=[C:27]([NH:29][C@@H:30]4[CH2:35][CH2:34][CH2:33][N:32]([C:36](=[O:40])[CH2:37][C:38]#[N:39])[CH2:31]4)[CH:26]=[C:25]([N:41]4[CH2:46][CH2:45][NH:44][CH2:43][CH2:42]4)[N:24]=3)=[CH:21][N:22]=2)[CH:19]=1, predict the reaction product. The product is: [F:13][C:14]1[CH:15]=[CH:16][C:17]2[N:18]([C:20]([C:23]3[N:28]=[C:27]([NH:29][C@@H:30]4[CH2:35][CH2:34][CH2:33][N:32]([C:36](=[O:40])[CH2:37][C:38]#[N:39])[CH2:31]4)[CH:26]=[C:25]([N:41]4[CH2:42][CH2:43][N:44]([S:9]([CH3:8])(=[O:11])=[O:10])[CH2:45][CH2:46]4)[N:24]=3)=[CH:21][N:22]=2)[CH:19]=1. (6) Given the reactants [NH2:1][C:2]1[CH:7]=[C:6]([C:8]2[CH:13]=[CH:12][C:11]([CH3:14])=[CH:10][CH:9]=2)[CH:5]=[CH:4][N:3]=1.C(N(CC)C(C)C)(C)C.[C:24](Cl)(=[O:26])[CH3:25].Cl.[C:29](OCC)(=[O:31])[CH3:30], predict the reaction product. The product is: [C:24]([N:1]([C:29](=[O:31])[CH3:30])[C:2]1[CH:7]=[C:6]([C:8]2[CH:13]=[CH:12][C:11]([CH3:14])=[CH:10][CH:9]=2)[CH:5]=[CH:4][N:3]=1)(=[O:26])[CH3:25].